Dataset: Reaction yield outcomes from USPTO patents with 853,638 reactions. Task: Predict the reaction yield, written as a fraction of the theoretical maximum amount of product (1.0 means a 100% yield; for example, 0.34 means a 34% yield). (1) The catalyst is O. The yield is 0.960. The product is [N:49]([CH2:43][CH2:42][C:15]1[N:14]([CH:1]([C:2]2[CH:3]=[CH:4][CH:5]=[CH:6][CH:7]=2)[C:8]2[CH:9]=[CH:10][CH:11]=[CH:12][CH:13]=2)[C:22]2[C:17]([C:16]=1[CH2:24][CH2:25][S:26]([C:29]1[CH:34]=[CH:33][C:32]([CH2:35][CH2:36][C:37]([O:39][CH2:40][CH3:41])=[O:38])=[CH:31][CH:30]=1)(=[O:28])=[O:27])=[CH:18][C:19]([Cl:23])=[CH:20][CH:21]=2)=[N+:50]=[N-:51]. The reactants are [CH:1]([N:14]1[C:22]2[C:17](=[CH:18][C:19]([Cl:23])=[CH:20][CH:21]=2)[C:16]([CH2:24][CH2:25][S:26]([C:29]2[CH:34]=[CH:33][C:32]([CH2:35][CH2:36][C:37]([O:39][CH2:40][CH3:41])=[O:38])=[CH:31][CH:30]=2)(=[O:28])=[O:27])=[C:15]1[CH2:42][CH2:43]OS(C)(=O)=O)([C:8]1[CH:13]=[CH:12][CH:11]=[CH:10][CH:9]=1)[C:2]1[CH:7]=[CH:6][CH:5]=[CH:4][CH:3]=1.[N-:49]=[N+:50]=[N-:51].[Na+].CN(C=O)C. (2) The reactants are [C:1]([C:5](=[CH:16][C:17]1[CH:22]=[C:21]([F:23])[C:20]([F:24])=[C:19](F)[CH:18]=1)[C:6]([O:8][CH2:9][C:10]1[CH:15]=[CH:14][CH:13]=[CH:12][CH:11]=1)=[O:7])(=O)[CH2:2][CH3:3].S(O)(O)(=O)=O.[CH3:31][O:32][C:33](=[NH:35])[NH2:34].C([O-])(O)=O.[Na+]. The catalyst is CN(C=O)C. The product is [F:23][C:21]1[CH:22]=[C:17]([CH:16]2[NH:35][C:33]([O:32][CH3:31])=[N:34][C:1]([CH2:2][CH3:3])=[C:5]2[C:6]([O:8][CH2:9][C:10]2[CH:11]=[CH:12][CH:13]=[CH:14][CH:15]=2)=[O:7])[CH:18]=[CH:19][C:20]=1[F:24]. The yield is 0.580. (3) The reactants are [N:1]1[O:2][N:3]=[C:4]2[CH:9]=[C:8]([C:10]([OH:12])=O)[CH:7]=[CH:6][C:5]=12.S(Cl)([Cl:15])=O.CN(C=O)C. The catalyst is C1(C)C=CC=CC=1. The product is [N:1]1[O:2][N:3]=[C:4]2[CH:9]=[C:8]([C:10]([Cl:15])=[O:12])[CH:7]=[CH:6][C:5]=12. The yield is 0.798. (4) The catalyst is [I-].[K+].O. The yield is 0.220. The product is [F:27][CH2:26][CH2:25][O:12][C:11]1[C:2]([OH:1])=[CH:3][C:4]([C:5]([O:7][CH3:8])=[O:6])=[CH:9][C:10]=1[OH:13]. The reactants are [OH:1][C:2]1[CH:3]=[C:4]([CH:9]=[C:10]([OH:13])[C:11]=1[OH:12])[C:5]([O:7][CH3:8])=[O:6].CS(C)=O.C(=O)([O-])[O-].[K+].[K+].Br[CH2:25][CH2:26][F:27]. (5) The reactants are CS(C)=O.[F:5][C:6]1[C:11]([F:12])=[CH:10][CH:9]=[CH:8][C:7]=1[C@@H:13]1[CH2:23][CH2:22][C@@H:21]([OH:24])[C:16]2=[N:17][CH:18]=[CH:19][CH:20]=[C:15]2[CH2:14]1.CCN(CC)CC.O. The catalyst is C(Cl)Cl.CCOC(C)=O. The product is [F:5][C:6]1[C:11]([F:12])=[CH:10][CH:9]=[CH:8][C:7]=1[CH:13]1[CH2:23][CH2:22][C:21](=[O:24])[C:16]2=[N:17][CH:18]=[CH:19][CH:20]=[C:15]2[CH2:14]1. The yield is 0.720.